The task is: Predict which catalyst facilitates the given reaction.. This data is from Catalyst prediction with 721,799 reactions and 888 catalyst types from USPTO. (1) Reactant: Cl.[O:2]=[C:3]1[NH:12][C:11]2[N:10]=[CH:9][C:8](/[CH:13]=[CH:14]/[C:15]([OH:17])=O)=[CH:7][C:6]=2[CH2:5][CH2:4]1.Cl.[O:19]([CH:26]1[CH2:30][CH2:29][NH:28][CH2:27]1)[C:20]1[CH:25]=[CH:24][CH:23]=[CH:22][CH:21]=1.CCN(C(C)C)C(C)C.CCN=C=NCCCN(C)C. Product: [O:17]=[C:15]([N:28]1[CH2:29][CH2:30][CH:26]([O:19][C:20]2[CH:21]=[CH:22][CH:23]=[CH:24][CH:25]=2)[CH2:27]1)/[CH:14]=[CH:13]/[C:8]1[CH:7]=[C:6]2[C:11](=[N:10][CH:9]=1)[NH:12][C:3](=[O:2])[CH2:4][CH2:5]2. The catalyst class is: 3. (2) Reactant: [CH3:1][O:2][C:3]1[N:13]=[CH:12][C:11]2[S:10][CH2:9][CH2:8][N:7]([CH2:14][C:15]3[CH:24]=[CH:23][C:18]([C:19]([O:21]C)=[O:20])=[CH:17][CH:16]=3)[CH2:6][C:5]=2[CH:4]=1.[OH-].[Li+].CO.C1COCC1. Product: [CH3:1][O:2][C:3]1[N:13]=[CH:12][C:11]2[S:10][CH2:9][CH2:8][N:7]([CH2:14][C:15]3[CH:24]=[CH:23][C:18]([C:19]([OH:21])=[O:20])=[CH:17][CH:16]=3)[CH2:6][C:5]=2[CH:4]=1. The catalyst class is: 6. (3) Reactant: C([O:3][P:4]([CH2:9][CH2:10][C:11]1[CH:16]=[C:15]([Cl:17])[CH:14]=[CH:13][C:12]=1[O:18][CH2:19][C:20]([N:22]1[CH2:27][C@H:26]([CH3:28])[N:25]([CH2:29][C:30]2[CH:35]=[CH:34][C:33]([F:36])=[CH:32][CH:31]=2)[CH2:24][C@H:23]1[CH3:37])=[O:21])(=[O:8])[O:5]CC)C.Br[Si](C)(C)C.C1(OC)C=CC=CC=1.CO. Product: [Cl:17][C:15]1[CH:14]=[CH:13][C:12]([O:18][CH2:19][C:20]([N:22]2[CH2:27][C@H:26]([CH3:28])[N:25]([CH2:29][C:30]3[CH:31]=[CH:32][C:33]([F:36])=[CH:34][CH:35]=3)[CH2:24][C@H:23]2[CH3:37])=[O:21])=[C:11]([CH2:10][CH2:9][P:4](=[O:3])([OH:5])[OH:8])[CH:16]=1. The catalyst class is: 2. (4) Reactant: [F:1][C:2]1[CH:15]=[CH:14][C:5]([CH2:6][CH:7]([C:11](=O)[CH3:12])[C:8](=O)[CH3:9])=[CH:4][C:3]=1[O:16][C:17]([F:20])([F:19])[F:18].[NH2:21][C:22]1[NH:26][N:25]=[C:24](C)[C:23]=1[C:28]([O:30]CC)=[O:29].Cl.[OH-].[K+]. Product: [F:1][C:2]1[CH:15]=[CH:14][C:5]([CH2:6][C:7]2[C:11]([CH3:12])=[N:21][C:22]3[N:26]([N:25]=[CH:24][C:23]=3[C:28]([OH:30])=[O:29])[C:8]=2[CH3:9])=[CH:4][C:3]=1[O:16][C:17]([F:20])([F:19])[F:18]. The catalyst class is: 14. (5) Reactant: [CH2:1]([O:3][C:4]([C:6]1[C:11](=[O:12])[NH:10][C:9]2[CH:13]=[CH:14][S:15][C:8]=2[C:7]=1[N:16]1[CH2:21][CH2:20][N:19]([C:22]([C:24]2[S:25][CH:26]=[CH:27][CH:28]=2)=[O:23])[CH2:18][CH2:17]1)=[O:5])[CH3:2].[H-].[Na+].[F:31][C:32]1[CH:33]=[C:34]([CH:37]=[CH:38][CH:39]=1)[CH2:35]Br. Product: [CH2:1]([O:3][C:4]([C:6]1[C:11](=[O:12])[N:10]([CH2:35][C:34]2[CH:37]=[CH:38][CH:39]=[C:32]([F:31])[CH:33]=2)[C:9]2[CH:13]=[CH:14][S:15][C:8]=2[C:7]=1[N:16]1[CH2:21][CH2:20][N:19]([C:22]([C:24]2[S:25][CH:26]=[CH:27][CH:28]=2)=[O:23])[CH2:18][CH2:17]1)=[O:5])[CH3:2]. The catalyst class is: 3. (6) Reactant: [CH2:1]([O:8][C:9](=[O:24])[CH2:10][CH2:11][C@H:12]([NH:16][C:17]([O:19][C:20]([CH3:23])([CH3:22])[CH3:21])=[O:18])[C:13](O)=[O:14])[C:2]1[CH:7]=[CH:6][CH:5]=[CH:4][CH:3]=1.CCN(CC)CC.ClC(OCC(C)C)=O.[BH4-].[Na+].Cl. Product: [C:20]([O:19][C:17]([NH:16][C@H:12]([CH2:13][OH:14])[CH2:11][CH2:10][C:9]([O:8][CH2:1][C:2]1[CH:3]=[CH:4][CH:5]=[CH:6][CH:7]=1)=[O:24])=[O:18])([CH3:23])([CH3:22])[CH3:21]. The catalyst class is: 20. (7) Reactant: CCN(C(C)C)C(C)C.[C:10]1([C:16]2([C:23]3[CH:31]=[C:30]([O:32][CH2:33][C:34]4[CH:43]=[CH:42][C:41]5[C:36](=[CH:37][CH:38]=[CH:39][CH:40]=5)[N:35]=4)[CH:29]=[CH:28][C:24]=3[C:25](O)=[O:26])[CH2:21][CH:20]3[CH2:22][CH:17]2[CH2:18][CH2:19]3)[CH:15]=[CH:14][CH:13]=[CH:12][CH:11]=1.[NH2:44][CH2:45][C:46]1[CH:47]=[N:48][CH:49]=[CH:50][CH:51]=1.CN(C(ON1N=NC2C=CC=NC1=2)=[N+](C)C)C.F[P-](F)(F)(F)(F)F. Product: [C:10]1([C:16]2([C:23]3[CH:31]=[C:30]([O:32][CH2:33][C:34]4[CH:43]=[CH:42][C:41]5[C:36](=[CH:37][CH:38]=[CH:39][CH:40]=5)[N:35]=4)[CH:29]=[CH:28][C:24]=3[C:25]([NH:44][CH2:45][C:46]3[CH:47]=[N:48][CH:49]=[CH:50][CH:51]=3)=[O:26])[CH2:21][CH:19]3[CH2:18][CH:17]2[CH2:22][CH2:20]3)[CH:15]=[CH:14][CH:13]=[CH:12][CH:11]=1. The catalyst class is: 18.